Dataset: Forward reaction prediction with 1.9M reactions from USPTO patents (1976-2016). Task: Predict the product of the given reaction. (1) Given the reactants [F:1][C:2]1[CH:3]=[C:4]([CH:29]=[C:30]([N:32]2[CH2:37][CH2:36][CH2:35][CH2:34][CH2:33]2)[CH:31]=1)[C:5]([NH:7][C:8]1[C:17]2[C:12](=[CH:13][CH:14]=[CH:15][CH:16]=2)[C:11]([O:18][C:19]2[CH:24]=[CH:23][N:22]=[C:21](S(C)(=O)=O)[N:20]=2)=[CH:10][CH:9]=1)=[O:6].[NH2:38][C:39]1([CH2:44][OH:45])[CH2:43][CH2:42][CH2:41][CH2:40]1, predict the reaction product. The product is: [F:1][C:2]1[CH:3]=[C:4]([CH:29]=[C:30]([N:32]2[CH2:37][CH2:36][CH2:35][CH2:34][CH2:33]2)[CH:31]=1)[C:5]([NH:7][C:8]1[C:17]2[C:12](=[CH:13][CH:14]=[CH:15][CH:16]=2)[C:11]([O:18][C:19]2[CH:24]=[CH:23][N:22]=[C:21]([NH:38][C:39]3([CH2:44][OH:45])[CH2:43][CH2:42][CH2:41][CH2:40]3)[N:20]=2)=[CH:10][CH:9]=1)=[O:6]. (2) Given the reactants [CH2:1]([N:8]1[CH2:17][CH2:16][C:15]2[N:14]=[C:13](Cl)[CH:12]=[CH:11][C:10]=2[CH2:9]1)[C:2]1[CH:7]=[CH:6][CH:5]=[CH:4][CH:3]=1.[CH:19]1(B(O)O)[CH2:21][CH2:20]1.P([O-])([O-])([O-])=O.[K+].[K+].[K+].C1(P(C2CCCCC2)C2CCCCC2)CCCCC1, predict the reaction product. The product is: [CH2:1]([N:8]1[CH2:17][CH2:16][C:15]2[N:14]=[C:13]([CH:19]3[CH2:21][CH2:20]3)[CH:12]=[CH:11][C:10]=2[CH2:9]1)[C:2]1[CH:7]=[CH:6][CH:5]=[CH:4][CH:3]=1. (3) The product is: [Br:1][C:2]1[CH:7]=[CH:6][C:5]([CH:8]([C:20]2[S:24][CH:23]=[N:22][C:21]=2[CH3:25])[CH2:9][C:10]([C:12]2[CH:17]=[CH:16][C:15](=[O:18])[NH:14][CH:13]=2)=[O:11])=[CH:4][CH:3]=1. Given the reactants [Br:1][C:2]1[CH:7]=[CH:6][C:5]([CH:8]([C:20]2[S:24][CH:23]=[N:22][C:21]=2[CH3:25])[CH2:9][C:10]([C:12]2[CH:13]=[N:14][C:15]([O:18]C)=[CH:16][CH:17]=2)=[O:11])=[CH:4][CH:3]=1.Cl, predict the reaction product. (4) Given the reactants [OH-].[Na+].[CH:3]1([C:7]2[C:12]([C:13]([O:15]C)=[O:14])=[CH:11][N:10]=[C:9]([NH:17][C@H:18]3[CH2:22][CH2:21][O:20][CH2:19]3)[N:8]=2)[CH2:6][CH2:5][CH2:4]1, predict the reaction product. The product is: [CH:3]1([C:7]2[C:12]([C:13]([OH:15])=[O:14])=[CH:11][N:10]=[C:9]([NH:17][C@H:18]3[CH2:22][CH2:21][O:20][CH2:19]3)[N:8]=2)[CH2:4][CH2:5][CH2:6]1. (5) Given the reactants [F:1][C:2]([F:36])([F:35])[C:3]1[CH:4]=[C:5]([C@H:13]2[O:17][C:16](=[O:18])[N:15]([CH2:19][C:20]3[C:25]([C:26]4[CH:31]=[C:30](Cl)[CH:29]=[CH:28][C:27]=4[F:33])=[N:24][CH:23]=[CH:22][N:21]=3)[C@H:14]2[CH3:34])[CH:6]=[C:7]([C:9]([F:12])([F:11])[F:10])[CH:8]=1.[CH3:37][C:38]1[CH:39]=[C:40]([CH:45]=[CH:46][C:47]=1B1OC(C)(C)C(C)(C)O1)[C:41]([O:43][CH3:44])=[O:42].C([O-])([O-])=O.[K+].[K+].C1COCC1, predict the reaction product. The product is: [F:1][C:2]([F:36])([F:35])[C:3]1[CH:4]=[C:5]([C@H:13]2[O:17][C:16](=[O:18])[N:15]([CH2:19][C:20]3[C:25]([C:26]4[CH:31]=[C:30]([C:47]5[CH:46]=[CH:45][C:40]([C:41]([O:43][CH3:44])=[O:42])=[CH:39][C:38]=5[CH3:37])[CH:29]=[CH:28][C:27]=4[F:33])=[N:24][CH:23]=[CH:22][N:21]=3)[C@H:14]2[CH3:34])[CH:6]=[C:7]([C:9]([F:12])([F:11])[F:10])[CH:8]=1. (6) The product is: [CH2:1]([C:16]1[CH:17]=[C:18]([O:22][CH3:23])[CH:19]=[CH:20][CH:21]=1)[CH2:2][CH2:3][CH2:4][CH2:5][CH2:6][CH2:7][CH2:8][CH2:9][CH2:10][CH2:11][CH2:12][CH2:13][CH2:14][CH3:15]. Given the reactants [CH2:1]([C:16]1[CH:17]=[C:18]([OH:22])[CH:19]=[CH:20][CH:21]=1)[CH2:2][CH2:3][CH2:4][CH2:5][CH2:6][CH2:7][CH2:8][CH2:9][CH2:10][CH2:11][CH2:12][CH2:13][CH2:14][CH3:15].[CH3:23]S(C)=O.[OH-].[Na+].CI, predict the reaction product. (7) Given the reactants [CH2:1]([O:8][C:9]([N:11]1[CH2:16][CH2:15][CH2:14][C:13]([NH:18][C:19]2[C:24]([N+:25]([O-])=O)=[CH:23][N:22]=[C:21]3[N:28]([S:31]([C:34]4[CH:39]=[CH:38][CH:37]=[CH:36][CH:35]=4)(=[O:33])=[O:32])[CH:29]=[CH:30][C:20]=23)([CH3:17])[CH2:12]1)=[O:10])[C:2]1[CH:7]=[CH:6][CH:5]=[CH:4][CH:3]=1, predict the reaction product. The product is: [CH2:1]([O:8][C:9]([N:11]1[CH2:16][CH2:15][CH2:14][C:13]([NH:18][C:19]2[C:24]([NH2:25])=[CH:23][N:22]=[C:21]3[N:28]([S:31]([C:34]4[CH:39]=[CH:38][CH:37]=[CH:36][CH:35]=4)(=[O:33])=[O:32])[CH:29]=[CH:30][C:20]=23)([CH3:17])[CH2:12]1)=[O:10])[C:2]1[CH:7]=[CH:6][CH:5]=[CH:4][CH:3]=1. (8) The product is: [Cl:1][C:2]1[CH:7]=[CH:6][C:5]([NH:8][C:9]([C:10]2[CH:15]=[CH:14][C:13]([CH2:16][NH:17][C:18]([C:19]3[N:39]=[N:40][NH:41][C:20]=3[CH2:21][OH:22])=[O:23])=[C:12]([F:24])[C:11]=2[F:25])=[O:26])=[C:4]([N:27]2[CH2:32][CH2:31][N:30]([CH2:33][CH2:34][C:35]([F:38])([F:36])[F:37])[CH2:29][CH2:28]2)[CH:3]=1. Given the reactants [Cl:1][C:2]1[CH:7]=[CH:6][C:5]([NH:8][C:9](=[O:26])[C:10]2[CH:15]=[CH:14][C:13]([CH2:16][NH:17][C:18](=[O:23])[C:19]#[C:20][CH2:21][OH:22])=[C:12]([F:24])[C:11]=2[F:25])=[C:4]([N:27]2[CH2:32][CH2:31][N:30]([CH2:33][CH2:34][C:35]([F:38])([F:37])[F:36])[CH2:29][CH2:28]2)[CH:3]=1.[N-:39]=[N+:40]=[N-:41].[Na+], predict the reaction product.